This data is from Forward reaction prediction with 1.9M reactions from USPTO patents (1976-2016). The task is: Predict the product of the given reaction. (1) Given the reactants [CH3:1][N:2]([CH3:32])[C:3]1[N:12]=[C:11]([NH:13][CH2:14][C:15]2[CH:20]=[CH:19][C:18]([NH:21][C:22](=[O:30])[C:23]3[CH:28]=[CH:27][C:26]([F:29])=[CH:25][CH:24]=3)=[CH:17][CH:16]=2)[C:10]2[C:5](=[CH:6][C:7](I)=[CH:8][CH:9]=2)[N:4]=1.[CH:33]([C:35]1[CH:40]=[CH:39][CH:38]=[CH:37][C:36]=1B(O)O)=[O:34].Cl, predict the reaction product. The product is: [CH3:1][N:2]([CH3:32])[C:3]1[N:12]=[C:11]([NH:13][CH2:14][C:15]2[CH:20]=[CH:19][C:18]([NH:21][C:22](=[O:30])[C:23]3[CH:28]=[CH:27][C:26]([F:29])=[CH:25][CH:24]=3)=[CH:17][CH:16]=2)[C:10]2[C:5](=[CH:6][C:7]([C:36]3[CH:37]=[CH:38][CH:39]=[CH:40][C:35]=3[CH:33]=[O:34])=[CH:8][CH:9]=2)[N:4]=1. (2) The product is: [O:18]1[CH2:19][CH2:20][O:21][CH:17]1[C:13]1[CH:12]=[C:11]([CH:5]([CH2:6][OH:7])[CH2:4][OH:3])[CH:16]=[CH:15][CH:14]=1. Given the reactants C([O:3][C:4](=O)[CH:5]([C:11]1[CH:16]=[CH:15][CH:14]=[C:13]([CH:17]2[O:21][CH2:20][CH2:19][O:18]2)[CH:12]=1)[C:6](OCC)=[O:7])C.[Cl-].[Ca+2].[Cl-].C(O)C.[BH4-].[Na+], predict the reaction product.